Dataset: Catalyst prediction with 721,799 reactions and 888 catalyst types from USPTO. Task: Predict which catalyst facilitates the given reaction. (1) Reactant: [CH2:1]([O:3][C:4](=[O:13])[CH2:5][S:6][C:7]1[S:11][C:10]([NH2:12])=[N:9][CH:8]=1)[CH3:2].[C:14](C1NC=CN=1)(C1NC=CN=1)=[O:15].[CH:26]1([NH:32][C@H:33]2[CH2:38][CH2:37][C@H:36]([CH2:39][O:40][C:41]3[CH:46]=[CH:45][CH:44]=[CH:43][CH:42]=3)[CH2:35][CH2:34]2)[CH2:31][CH2:30][CH2:29][CH2:28][CH2:27]1. Product: [CH2:1]([O:3][C:4](=[O:13])[CH2:5][S:6][C:7]1[S:11][C:10]([NH:12][C:14]([N:32]([CH:26]2[CH2:31][CH2:30][CH2:29][CH2:28][CH2:27]2)[C@H:33]2[CH2:34][CH2:35][C@H:36]([CH2:39][O:40][C:41]3[CH:46]=[CH:45][CH:44]=[CH:43][CH:42]=3)[CH2:37][CH2:38]2)=[O:15])=[N:9][CH:8]=1)[CH3:2]. The catalyst class is: 367. (2) Reactant: [Cl:1][C:2]1[CH:7]=[C:6]([Cl:8])[CH:5]=[CH:4][C:3]=1[CH2:9][N:10]1[C:15](=[O:16])[C:14]([C:17]([NH:19][CH2:20][C:21]([O:23]CC)=[O:22])=[O:18])=[C:13]([OH:26])[C:12]([C:27](OC)=[O:28])=[C:11]1[OH:31].C(N(CC)C(C)C)(C)C.Cl.[F:42][C:43]([F:47])([F:46])[CH2:44][NH2:45]. Product: [Cl:1][C:2]1[CH:7]=[C:6]([Cl:8])[CH:5]=[CH:4][C:3]=1[CH2:9][N:10]1[C:11]([OH:31])=[C:12]([C:27]([NH:45][CH2:44][C:43]([F:47])([F:46])[F:42])=[O:28])[C:13]([OH:26])=[C:14]([C:17]([NH:19][CH2:20][C:21]([OH:23])=[O:22])=[O:18])[C:15]1=[O:16]. The catalyst class is: 22. (3) Reactant: [CH2:1]=[C:2]([C:4]1[CH:5]=[N:6][C:7]2[C:12]([CH:13]=1)=[C:11]1[CH:14]=[CH:15][CH:16]=[CH:17][C:10]1=[N:9][C:8]=2[NH2:18])[CH3:3].[H][H]. Product: [CH:2]([C:4]1[CH:5]=[N:6][C:7]2[C:12]([CH:13]=1)=[C:11]1[CH:14]=[CH:15][CH:16]=[CH:17][C:10]1=[N:9][C:8]=2[NH2:18])([CH3:3])[CH3:1]. The catalyst class is: 407.